Dataset: NCI-60 drug combinations with 297,098 pairs across 59 cell lines. Task: Regression. Given two drug SMILES strings and cell line genomic features, predict the synergy score measuring deviation from expected non-interaction effect. (1) Drug 1: CC1=C(C(CCC1)(C)C)C=CC(=CC=CC(=CC(=O)O)C)C. Drug 2: CNC(=O)C1=NC=CC(=C1)OC2=CC=C(C=C2)NC(=O)NC3=CC(=C(C=C3)Cl)C(F)(F)F. Cell line: HCC-2998. Synergy scores: CSS=-6.94, Synergy_ZIP=14.2, Synergy_Bliss=10.6, Synergy_Loewe=6.46, Synergy_HSA=3.28. (2) Drug 1: COC1=CC(=CC(=C1O)OC)C2C3C(COC3=O)C(C4=CC5=C(C=C24)OCO5)OC6C(C(C7C(O6)COC(O7)C8=CC=CS8)O)O. Drug 2: CN1C(=O)N2C=NC(=C2N=N1)C(=O)N. Cell line: T-47D. Synergy scores: CSS=35.2, Synergy_ZIP=-0.387, Synergy_Bliss=3.83, Synergy_Loewe=-56.9, Synergy_HSA=0.334.